From a dataset of Full USPTO retrosynthesis dataset with 1.9M reactions from patents (1976-2016). Predict the reactants needed to synthesize the given product. (1) Given the product [C:19]([C:23]1[CH:29]=[CH:28][C:26]([CH2:32][NH:13][C:12]2[C:11]3[C:10](=[CH:9][CH:8]=[C:6]4[N:7]=[C:3]([C:1]#[N:2])[S:4][C:5]4=3)[N:14]=[CH:15][N:16]=2)=[CH:25][CH:24]=1)([CH3:22])([CH3:21])[CH3:20], predict the reactants needed to synthesize it. The reactants are: [C:1]([C:3]1[S:4][C:5]2[C:11]([C:12]#[N:13])=[C:10](/[N:14]=[CH:15]/[N:16](C)C)[CH:9]=[CH:8][C:6]=2[N:7]=1)#[N:2].[C:19]([C:23]1[CH:29]=[CH:28][C:26](N)=[CH:25][CH:24]=1)([CH3:22])([CH3:21])[CH3:20].[K+].[Br-].[CH2:32](Cl)Cl.CCOC(C)=O. (2) Given the product [F:26][C:25]([F:28])([F:27])[S:22]([O:24]/[C:11](=[C:10]1/[CH:14]([CH3:15])[O:13][CH:7]([C:1]2[CH:6]=[CH:5][CH:4]=[CH:3][CH:2]=2)[CH2:8][CH2:9]/1)/[CH3:12])(=[O:23])=[O:21], predict the reactants needed to synthesize it. The reactants are: [C:1]1([CH:7]([OH:13])[CH2:8][CH2:9][C:10]#[C:11][CH3:12])[CH:6]=[CH:5][CH:4]=[CH:3][CH:2]=1.[CH:14](=O)[CH3:15].C[Si]([O:21][S:22]([C:25]([F:28])([F:27])[F:26])(=[O:24])=[O:23])(C)C.C([O-])(O)=O.[Na+]. (3) The reactants are: C(OP([CH2:9][C:10]#[N:11])(OCC)=O)C.[CH2:12]([Li])[CH2:13][CH2:14][CH3:15].[C:17]1(=O)[CH2:21][CH2:20]CC1.Cl.O1CCC[CH2:25]1. Given the product [CH3:15][CH:14]1[CH2:25][C:21]([CH3:20])([CH3:17])[CH2:12][C:13]1=[CH:9][C:10]#[N:11], predict the reactants needed to synthesize it. (4) Given the product [CH3:1][C:2]1[CH:11]=[C:10]([CH2:12][O:13][C:14]2[CH:15]=[CH:16][C:17]([NH:20][C:37]([C@@H:30]3[C@@H:29]([C:27]([O:26][C:22]([CH3:25])([CH3:24])[CH3:23])=[O:28])[CH2:36][C:33]4([CH2:34][CH2:35]4)[CH2:32][NH:31]3)=[O:38])=[CH:18][CH:19]=2)[C:9]2[C:4](=[CH:5][CH:6]=[CH:7][CH:8]=2)[N:3]=1, predict the reactants needed to synthesize it. The reactants are: [CH3:1][C:2]1[CH:11]=[C:10]([CH2:12][O:13][C:14]2[CH:19]=[CH:18][C:17]([NH2:20])=[CH:16][CH:15]=2)[C:9]2[C:4](=[CH:5][CH:6]=[CH:7][CH:8]=2)[N:3]=1.Cl.[C:22]([O:26][C:27]([C@H:29]1[CH2:36][C:33]2([CH2:35][CH2:34]2)[CH2:32][NH:31][C@@H:30]1[C:37](O)=[O:38])=[O:28])([CH3:25])([CH3:24])[CH3:23].F[P-](F)(F)(F)(F)F.N1(O[P+](N(C)C)(N(C)C)N(C)C)C2C=CC=CC=2N=N1.C(N(C(C)C)CC)(C)C. (5) Given the product [N:1]1[C:10]2[C:5](=[CH:6][C:7]([CH:11]([NH2:13])[CH3:12])=[CH:8][CH:9]=2)[CH:4]=[CH:3][CH:2]=1, predict the reactants needed to synthesize it. The reactants are: [N:1]1[C:10]2[C:5](=[CH:6][C:7]([C:11](=[N:13]O)[CH3:12])=[CH:8][CH:9]=2)[CH:4]=[CH:3][CH:2]=1.CO.N.[H][H]. (6) Given the product [F:23][C:24]1[CH:25]=[C:26]([CH:30]=[C:31]([S:33]([F:38])([F:34])([F:35])([F:36])[F:37])[CH:32]=1)[C:27]([NH:6][C:5]1[CH:7]=[CH:8][C:2]([CH3:1])=[C:3]([N:9]2[C:16]3[N:12]([N:13]=[C:14]([C:17]4[CH:18]=[N:19][CH:20]=[CH:21][CH:22]=4)[CH:15]=3)[CH:11]=[CH:10]2)[CH:4]=1)=[O:28], predict the reactants needed to synthesize it. The reactants are: [CH3:1][C:2]1[CH:8]=[CH:7][C:5]([NH2:6])=[CH:4][C:3]=1[N:9]1[C:16]2[N:12]([N:13]=[C:14]([C:17]3[CH:18]=[N:19][CH:20]=[CH:21][CH:22]=3)[CH:15]=2)[CH:11]=[CH:10]1.[F:23][C:24]1[CH:25]=[C:26]([CH:30]=[C:31]([S:33]([F:38])([F:37])([F:36])([F:35])[F:34])[CH:32]=1)[C:27](O)=[O:28].